From a dataset of CYP3A4 inhibition data for predicting drug metabolism from PubChem BioAssay. Regression/Classification. Given a drug SMILES string, predict its absorption, distribution, metabolism, or excretion properties. Task type varies by dataset: regression for continuous measurements (e.g., permeability, clearance, half-life) or binary classification for categorical outcomes (e.g., BBB penetration, CYP inhibition). Dataset: cyp3a4_veith. (1) The drug is CCOc1c2ccc(C(=O)NCCCCc3ccccc3)cc2nn1C. The result is 0 (non-inhibitor). (2) The compound is CCCCSc1ccc2nc(-c3ccc(C#N)cc3)cn2c1. The result is 0 (non-inhibitor). (3) The molecule is Cc1ccc(-c2cc(C(=O)N3CCN(c4ccc(F)cc4)CC3)c3ccccc3n2)o1. The result is 1 (inhibitor). (4) The drug is C=CCN1C(=O)c2ccccc2Sc2ccc(C(=O)N3CCC4(CC3)OCCO4)cc21. The result is 1 (inhibitor). (5) The compound is CC1CN(C2CCN(C(=O)c3cccc(Cl)c3)CC2)CC(C)O1. The result is 0 (non-inhibitor). (6) The drug is Clc1ccc2c(NCCNc3ccnc4cc(Cl)ccc34)ccnc2c1. The result is 0 (non-inhibitor).